Regression/Classification. Given a drug SMILES string, predict its absorption, distribution, metabolism, or excretion properties. Task type varies by dataset: regression for continuous measurements (e.g., permeability, clearance, half-life) or binary classification for categorical outcomes (e.g., BBB penetration, CYP inhibition). For this dataset (solubility_aqsoldb), we predict Y. From a dataset of Aqueous solubility values for 9,982 compounds from the AqSolDB database. (1) The drug is CCCCCCCCCc1ccc(OCCOCCO)cc1. The Y is -0.305 log mol/L. (2) The compound is CC(=O)OCC(=O)C1(O)CCC2C3CCC4=CC(=O)C=CC4(C)C3C(O)CC21C. The Y is -4.38 log mol/L. (3) The compound is O=c1nc[nH]c2cccnc12. The Y is -2.07 log mol/L. (4) The drug is O=c1nc[nH]c2c1ncn2C1OC(CO)C(O)C1O. The Y is -1.23 log mol/L. (5) The drug is Clc1ccccc1-c1c(Cl)c(Cl)c(Cl)c(Cl)c1Cl. The Y is -8.01 log mol/L.